From a dataset of Full USPTO retrosynthesis dataset with 1.9M reactions from patents (1976-2016). Predict the reactants needed to synthesize the given product. (1) Given the product [CH2:1]([O:3][C:4](=[O:14])[C:5]([CH2:12][NH:21][CH2:20][C:19]1[CH:22]=[CH:23][C:16]([F:15])=[CH:17][CH:18]=1)([CH3:11])[CH2:6][CH2:7][CH:8]([CH3:10])[CH3:9])[CH3:2], predict the reactants needed to synthesize it. The reactants are: [CH2:1]([O:3][C:4](=[O:14])[C:5]([CH:12]=O)([CH3:11])[CH2:6][CH2:7][CH:8]([CH3:10])[CH3:9])[CH3:2].[F:15][C:16]1[CH:23]=[CH:22][C:19]([CH2:20][NH2:21])=[CH:18][CH:17]=1.C(O)(=O)C.C([BH3-])#N.[Na+]. (2) Given the product [NH2:10][C:9]1[N:8]=[CH:51][C:50]([C:29]2[CH:30]=[CH:31][C:26]([C:9]3[N:8]([C:5]4[CH:4]=[CH:3][C:2]([Cl:1])=[CH:7][CH:6]=4)[C:41](=[O:44])[C:42]4[CH:15]=[N:16][N:17]([C:18]5[CH:19]=[C:20]([CH:23]=[CH:24][CH:25]=5)[C:21]#[N:22])[C:11]=4[N:10]=3)=[CH:27][CH:28]=2)=[CH:27][CH:26]=1, predict the reactants needed to synthesize it. The reactants are: [Cl:1][C:2]1[CH:7]=[CH:6][C:5]([N:8]2C(=O)C3[CH:15]=[N:16][N:17]([C:18]4[CH:19]=[C:20]([CH:23]=[CH:24][CH:25]=4)[C:21]#[N:22])[C:11]=3[N:10]=[C:9]2[C:26]2[CH:31]=[CH:30][C:29](B3OC(C)(C)C(C)(C)O3)=[CH:28][CH:27]=2)=[CH:4][CH:3]=1.[C:41]([O-:44])(=O)[CH3:42].[Na+].C(O[C:50](=O)[CH3:51])(=O)C. (3) Given the product [Cl:49][C:50]1[CH:67]=[CH:66][C:53]2[NH:54][C:55]([C@@H:57]([NH:65][C:5](=[O:7])[C:4]3[CH:8]=[CH:9][C:10]([C:11]([N:13]4[CH2:17][CH2:16][CH2:15][CH2:14]4)=[O:12])=[C:2]([CH3:1])[CH:3]=3)[CH2:58][CH2:59][C:60]3[NH:64][N:63]=[N:62][N:61]=3)=[N:56][C:52]=2[CH:51]=1, predict the reactants needed to synthesize it. The reactants are: [CH3:1][C:2]1[CH:3]=[C:4]([CH:8]=[CH:9][C:10]=1[C:11]([N:13]1[CH2:17][CH2:16][CH2:15][CH2:14]1)=[O:12])[C:5]([OH:7])=O.CN(C(ON1N=NC2C=CC=CC1=2)=[N+](C)C)C.[B-](F)(F)(F)F.C(N(C(C)C)CC)(C)C.[Cl:49][C:50]1[CH:67]=[CH:66][C:53]2[NH:54][C:55]([C@@H:57]([NH2:65])[CH2:58][CH2:59][C:60]3[NH:64][N:63]=[N:62][N:61]=3)=[N:56][C:52]=2[CH:51]=1.ClCCl.C(O)C.N.ClCl.